From a dataset of Reaction yield outcomes from USPTO patents with 853,638 reactions. Predict the reaction yield, written as a fraction of the theoretical maximum amount of product (1.0 means a 100% yield; for example, 0.34 means a 34% yield). The reactants are Br[C:2]1[C:3]([C:16]2[CH:21]=[CH:20][CH:19]=[CH:18][CH:17]=2)=[N:4][C:5]2[C:10]([N:11]=1)=[CH:9][C:8]([C:12]([O:14]C)=[O:13])=[CH:7][CH:6]=2.[F:22][C:23]([F:35])([F:34])[O:24][C:25]1[CH:26]=[C:27](B(O)O)[CH:28]=[CH:29][CH:30]=1. No catalyst specified. The product is [C:16]1([C:3]2[C:2]([C:27]3[CH:28]=[CH:29][CH:30]=[C:25]([O:24][C:23]([F:22])([F:34])[F:35])[CH:26]=3)=[N:11][C:10]3[C:5](=[CH:6][CH:7]=[C:8]([C:12]([OH:14])=[O:13])[CH:9]=3)[N:4]=2)[CH:17]=[CH:18][CH:19]=[CH:20][CH:21]=1. The yield is 0.550.